Dataset: Forward reaction prediction with 1.9M reactions from USPTO patents (1976-2016). Task: Predict the product of the given reaction. (1) Given the reactants [Br:1][C:2]1[CH:3]=[C:4]([N+:10]([O-])=O)[C:5]([F:9])=[C:6]([F:8])[CH:7]=1.[CH:13]([Mg]Br)=[CH2:14].C1COCC1.[Cl-].[NH4+], predict the reaction product. The product is: [Br:1][C:2]1[CH:7]=[C:6]([F:8])[C:5]([F:9])=[C:4]2[C:3]=1[CH:13]=[CH:14][NH:10]2. (2) Given the reactants C[O:2][C:3](=[O:20])[CH2:4][C:5]([N:7]1[CH2:12][CH2:11][N:10]([C:13]([O:15][C:16]([CH3:19])([CH3:18])[CH3:17])=[O:14])[CH2:9][CH2:8]1)=[O:6].O.CO.[Cl-].[Li+], predict the reaction product. The product is: [C:16]([O:15][C:13]([N:10]1[CH2:9][CH2:8][N:7]([C:5](=[O:6])[CH2:4][C:3]([OH:20])=[O:2])[CH2:12][CH2:11]1)=[O:14])([CH3:19])([CH3:17])[CH3:18]. (3) Given the reactants [OH-].[Li+].[C:3]([O:7][C:8]([NH:10][C:11]([CH3:28])([CH3:27])[CH2:12][C:13]1[N:17]([CH2:18][CH2:19][O:20][CH3:21])[N:16]=[C:15]([C:22]([O:24]CC)=[O:23])[CH:14]=1)=[O:9])([CH3:6])([CH3:5])[CH3:4], predict the reaction product. The product is: [C:3]([O:7][C:8]([NH:10][C:11]([CH3:28])([CH3:27])[CH2:12][C:13]1[N:17]([CH2:18][CH2:19][O:20][CH3:21])[N:16]=[C:15]([C:22]([OH:24])=[O:23])[CH:14]=1)=[O:9])([CH3:6])([CH3:4])[CH3:5]. (4) The product is: [C:11]1([C:20]2[CH:21]=[CH:22][CH:23]=[CH:24][CH:25]=2)[CH:12]=[CH:13][CH:14]=[CH:15][C:16]=1[C:2]1[CH:10]=[CH:9][CH:8]=[C:7]2[C:3]=1[CH:4]=[CH:5][NH:6]2. Given the reactants Br[C:2]1[CH:10]=[CH:9][CH:8]=[C:7]2[C:3]=1[CH:4]=[CH:5][NH:6]2.[C:11]1([C:20]2[CH:25]=[CH:24][CH:23]=[CH:22][CH:21]=2)[C:12](B(O)O)=[CH:13][CH:14]=[CH:15][CH:16]=1.[OH-].[Na+], predict the reaction product. (5) Given the reactants [F:1][C:2]([F:15])([F:14])[S:3]([O:6]S(C(F)(F)F)(=O)=O)(=[O:5])=[O:4].N1C=CC=CC=1.O[C:23]1[CH:24]=[C:25]2[C:29](=[CH:30][CH:31]=1)[N:28]([C:32](=[O:34])[CH3:33])[N:27]=[CH:26]2, predict the reaction product. The product is: [C:32]([N:28]1[C:29]2[C:25](=[CH:24][C:23]([O:6][S:3]([C:2]([F:15])([F:14])[F:1])(=[O:5])=[O:4])=[CH:31][CH:30]=2)[CH:26]=[N:27]1)(=[O:34])[CH3:33]. (6) The product is: [Br:1][C:2]1[CH:14]=[CH:13][C:12]2[C:11]3[C:6](=[CH:7][CH:8]=[CH:9][CH:10]=3)/[C:5](=[N:17]/[OH:18])/[C:4]=2[CH:3]=1. Given the reactants [Br:1][C:2]1[CH:14]=[CH:13][C:12]2[C:11]3[C:6](=[CH:7][CH:8]=[CH:9][CH:10]=3)[C:5](=O)[C:4]=2[CH:3]=1.Cl.[NH2:17][OH:18], predict the reaction product.